This data is from Full USPTO retrosynthesis dataset with 1.9M reactions from patents (1976-2016). The task is: Predict the reactants needed to synthesize the given product. (1) Given the product [Cl:21][C:15]1[CH:16]=[CH:17][CH:18]=[C:19]([Cl:20])[C:14]=1/[CH:13]=[CH:12]/[C:8]1[CH:7]=[C:6]([C:4](=[O:5])[CH2:3][CH2:2][NH:1][C:22](=[O:23])[O:24][C:25]([CH3:28])([CH3:27])[CH3:26])[CH:11]=[CH:10][CH:9]=1, predict the reactants needed to synthesize it. The reactants are: [NH2:1][CH2:2][CH2:3][CH:4]([C:6]1[CH:11]=[CH:10][CH:9]=[C:8](/[CH:12]=[CH:13]/[C:14]2[C:19]([Cl:20])=[CH:18][CH:17]=[CH:16][C:15]=2[Cl:21])[CH:7]=1)[OH:5].[C:22](O[C:22]([O:24][C:25]([CH3:28])([CH3:27])[CH3:26])=[O:23])([O:24][C:25]([CH3:28])([CH3:27])[CH3:26])=[O:23]. (2) Given the product [CH3:17][O:16][C:12]1[CH:11]=[C:7]([CH:6]=[C:5]([CH2:4][CH2:3][CH2:2][O:1][CH3:18])[C:13]=1[O:14][CH3:15])[C:8]([OH:10])=[O:9], predict the reactants needed to synthesize it. The reactants are: [OH:1][CH2:2][CH2:3][CH2:4][C:5]1[CH:6]=[C:7]([CH:11]=[C:12]([O:16][CH3:17])[C:13]=1[O:14][CH3:15])[C:8]([OH:10])=[O:9].[CH3:18]I. (3) Given the product [O:1]=[C:2]([C:16]1[O:17][C:18]([C:21]2[CH:26]=[CH:25][CH:24]=[CH:23][N:22]=2)=[CH:19][N:20]=1)[CH2:3][CH2:4][CH2:5][CH2:6][CH2:7][CH2:8][C:9]1[CH:14]=[CH:13][CH:12]=[C:11]([Cl:15])[CH:10]=1, predict the reactants needed to synthesize it. The reactants are: [O:1]=[C:2]([C:16]1[O:17][C:18]([C:21]2[CH:26]=[CH:25][CH:24]=[CH:23][N:22]=2)=[CH:19][N:20]=1)[CH2:3][CH2:4][CH2:5][CH2:6][C:7]#[C:8][C:9]1[CH:14]=[CH:13][CH:12]=[C:11]([Cl:15])[CH:10]=1.CC(OI1(OC(C)=O)(OC(C)=O)OC(=O)C2C=CC=CC1=2)=O. (4) Given the product [F:34][C:28]1[CH:29]=[C:30]([I:33])[CH:31]=[CH:32][C:27]=1[NH:26][C:12]1[C:13]([NH:19][S:20]([CH:23]2[CH2:24][CH2:25]2)(=[O:22])=[O:21])=[C:14]([O:17][CH3:18])[CH:15]=[C:16]2[C:11]=1[CH:10]=[N:9][NH:8]2, predict the reactants needed to synthesize it. The reactants are: C(OC([N:8]1[C:16]2[C:11](=[C:12]([NH:26][C:27]3[CH:32]=[CH:31][C:30]([I:33])=[CH:29][C:28]=3[F:34])[C:13]([NH:19][S:20]([CH:23]3[CH2:25][CH2:24]3)(=[O:22])=[O:21])=[C:14]([O:17][CH3:18])[CH:15]=2)[CH:10]=[N:9]1)=O)(C)(C)C.C(O)(C(F)(F)F)=O. (5) Given the product [CH2:7]([NH:8][CH:12]([CH:14]1[CH2:16][CH2:15]1)[CH:9]1[CH2:11][CH2:10]1)[C:1]1[CH:6]=[CH:5][CH:4]=[CH:3][CH:2]=1, predict the reactants needed to synthesize it. The reactants are: [C:1]1([CH2:7][NH2:8])[CH:6]=[CH:5][CH:4]=[CH:3][CH:2]=1.[CH:9]1([C:12]([CH:14]2[CH2:16][CH2:15]2)=O)[CH2:11][CH2:10]1. (6) Given the product [C:1]1([C:7]([S:9][CH2:10][C:11]([O:13][CH3:18])=[O:12])=[S:8])[CH:2]=[CH:3][CH:4]=[CH:5][CH:6]=1, predict the reactants needed to synthesize it. The reactants are: [C:1]1([C:7]([S:9][CH2:10][C:11]([OH:13])=[O:12])=[S:8])[CH:6]=[CH:5][CH:4]=[CH:3][CH:2]=1.S(Cl)(Cl)=O.[CH3:18]O.